From a dataset of Peptide-MHC class I binding affinity with 185,985 pairs from IEDB/IMGT. Regression. Given a peptide amino acid sequence and an MHC pseudo amino acid sequence, predict their binding affinity value. This is MHC class I binding data. (1) The peptide sequence is FYNGSNWCL. The binding affinity (normalized) is 0.0847. The MHC is HLA-A11:01 with pseudo-sequence HLA-A11:01. (2) The peptide sequence is KVQEWYLSY. The MHC is HLA-A68:02 with pseudo-sequence HLA-A68:02. The binding affinity (normalized) is 0.249.